This data is from Full USPTO retrosynthesis dataset with 1.9M reactions from patents (1976-2016). The task is: Predict the reactants needed to synthesize the given product. (1) Given the product [F:15][C:14]([F:17])([F:16])[C:13](=[O:18])[CH2:12][C:11]([CH3:20])([C:4]1[C:5]2[O:9][CH2:8][CH2:7][C:6]=2[CH:10]=[C:2]([C:25]2[CH:26]=[N:21][CH:22]=[N:23][CH:24]=2)[CH:3]=1)[CH3:19], predict the reactants needed to synthesize it. The reactants are: Br[C:2]1[CH:3]=[C:4]([C:11]([CH3:20])([CH3:19])[CH2:12][C:13](=[O:18])[C:14]([F:17])([F:16])[F:15])[C:5]2[O:9][CH2:8][CH2:7][C:6]=2[CH:10]=1.[N:21]1[CH:26]=[C:25](B(O)O)[CH:24]=[N:23][CH:22]=1.C(=O)([O-])[O-].[K+].[K+]. (2) The reactants are: [O:1]1[C@H:3]2[CH2:4][C@@:5]3([CH3:36])[CH:9]([CH:10]4[CH2:11][C@H:12]([F:21])[C:13]5[C@@:18]([CH3:19])([C@:2]124)[CH:17]=[CH:16][C:15](=[O:20])[CH:14]=5)[CH2:8][C@@H:7]([CH3:22])[C@:6]3([O:26][C:27]([C:29]1[CH:34]=[N:33][C:32]([CH3:35])=[CH:31][N:30]=1)=[O:28])[C:23]([OH:25])=[O:24].[CH2:37]1CCN2C(=NCCC2)CC1.S(OC)(OC)(=O)=O.O. Given the product [O:1]1[C@H:3]2[CH2:4][C@@:5]3([CH3:36])[CH:9]([CH:10]4[CH2:11][C@H:12]([F:21])[C:13]5[C@@:18]([CH3:19])([C@:2]124)[CH:17]=[CH:16][C:15](=[O:20])[CH:14]=5)[CH2:8][C@@H:7]([CH3:22])[C@:6]3([O:26][C:27]([C:29]1[CH:34]=[N:33][C:32]([CH3:35])=[CH:31][N:30]=1)=[O:28])[C:23]([O:25][CH3:37])=[O:24], predict the reactants needed to synthesize it. (3) Given the product [Cl:18][C:19]1[N:24]=[C:23]([O:25][CH3:26])[C:22]([C:27]([CH3:11])([CH2:32][C:35]#[N:36])[C:28]([O:30][CH3:31])=[O:29])=[CH:21][CH:20]=1, predict the reactants needed to synthesize it. The reactants are: C[Si]([N-][Si](C)(C)C)(C)C.[Li+].[C:11]1(C)C=CC=CC=1.[Cl:18][C:19]1[N:24]=[C:23]([O:25][CH3:26])[C:22]([CH:27]([CH3:32])[C:28]([O:30][CH3:31])=[O:29])=[CH:21][CH:20]=1.BrC[C:35]#[N:36]. (4) Given the product [OH:1][C:2]1[C:7]([I:17])=[CH:6][C:5]([C:8]2[CH:13]=[CH:12][C:11]([C:14]#[N:15])=[CH:10][CH:9]=2)=[CH:4][C:3]=1[CH3:16], predict the reactants needed to synthesize it. The reactants are: [OH:1][C:2]1[CH:7]=[CH:6][C:5]([C:8]2[CH:13]=[CH:12][C:11]([C:14]#[N:15])=[CH:10][CH:9]=2)=[CH:4][C:3]=1[CH3:16].[I:17]N1C(=O)CCC1=O.CN(C)C(=N)N(C)C.[O-]S([O-])=O.[Na+].[Na+].C([O-])([O-])=O.[Na+].[Na+].P([O-])(O)(O)=O.[K+]. (5) Given the product [C:35]([NH:1][CH2:2][CH2:3][CH2:4][CH2:5][CH:6]([N:10]([CH2:15][C:16]([OH:18])=[O:17])[CH2:11][C:12]([OH:14])=[O:13])[C:7]([OH:9])=[O:8])(=[O:36])[C:34]([CH3:38])=[CH2:33], predict the reactants needed to synthesize it. The reactants are: [NH2:1][CH2:2][CH2:3][CH2:4][CH2:5][CH:6]([N:10]([CH2:15][C:16]([OH:18])=[O:17])[CH2:11][C:12]([OH:14])=[O:13])[C:7]([OH:9])=[O:8].C([O-])(O)=O.[Na+].[N+](C1C=CC([CH:33]=[C:34]([CH3:38])[C:35]([O-])=[O:36])=CC=1)([O-])=O.Cl. (6) Given the product [CH2:18]([O:25][C:26]([NH:28][C@H:29]([C:33]([O:1][C@@H:2]([CH:15]([CH3:17])[CH3:16])[C:3]([O:5][CH2:6][C:7]1[CH:8]=[CH:9][C:10]([O:13][CH3:14])=[CH:11][CH:12]=1)=[O:4])=[O:34])[CH:30]([CH3:32])[CH3:31])=[O:27])[C:19]1[CH:24]=[CH:23][CH:22]=[CH:21][CH:20]=1, predict the reactants needed to synthesize it. The reactants are: [OH:1][C@@H:2]([CH:15]([CH3:17])[CH3:16])[C:3]([O:5][CH2:6][C:7]1[CH:12]=[CH:11][C:10]([O:13][CH3:14])=[CH:9][CH:8]=1)=[O:4].[CH2:18]([O:25][C:26]([NH:28][C@H:29]([C:33](O)=[O:34])[CH:30]([CH3:32])[CH3:31])=[O:27])[C:19]1[CH:24]=[CH:23][CH:22]=[CH:21][CH:20]=1.C(O)C. (7) Given the product [Cl:1][C:2]1[CH:7]=[CH:6][C:5]([C:8]2[CH:9]([C:26]3[CH:31]=[CH:30][C:29]([O:43][CH2:42][C@@H:41]([N:38]4[CH2:39][CH2:40][C@@H:36]([CH2:35][F:34])[CH2:37]4)[CH3:44])=[CH:28][CH:27]=3)[O:10][C:11]3[C:16]([C:17]=2[CH3:18])=[CH:15][C:14]([O:19][CH:20]2[CH2:25][CH2:24][CH2:23][CH2:22][O:21]2)=[CH:13][CH:12]=3)=[CH:4][C:3]=1[F:33], predict the reactants needed to synthesize it. The reactants are: [Cl:1][C:2]1[CH:7]=[CH:6][C:5]([C:8]2[CH:9]([C:26]3[CH:31]=[CH:30][C:29](I)=[CH:28][CH:27]=3)[O:10][C:11]3[C:16]([C:17]=2[CH3:18])=[CH:15][C:14]([O:19][CH:20]2[CH2:25][CH2:24][CH2:23][CH2:22][O:21]2)=[CH:13][CH:12]=3)=[CH:4][C:3]=1[F:33].[F:34][CH2:35][C@@H:36]1[CH2:40][CH2:39][N:38]([C@@H:41]([CH3:44])[CH2:42][OH:43])[CH2:37]1.C([O-])([O-])=O.[K+].[K+].C(#N)CCC. (8) The reactants are: O=[CH:2][CH2:3][CH2:4][C:5]1[CH:10]=[C:9]([C:11]2[CH:16]=[CH:15][CH:14]=[C:13]([C:17]([F:20])([F:19])[F:18])[CH:12]=2)[N:8]=[C:7]([C:21]#[N:22])[N:6]=1.[CH:23]1([NH2:26])[CH2:25][CH2:24]1.C(O)(=[O:29])C.C(O[BH-](OC(=O)C)OC(=O)C)(=O)C.[Na+].[CH3:45][OH:46]. Given the product [OH:46][C:45]([C:17]([F:20])([F:19])[F:18])=[O:29].[CH:23]1([NH:26][CH2:2][CH2:3][CH2:4][C:5]2[CH:10]=[C:9]([C:11]3[CH:16]=[CH:15][CH:14]=[C:13]([C:17]([F:20])([F:19])[F:18])[CH:12]=3)[N:8]=[C:7]([C:21]#[N:22])[N:6]=2)[CH2:25][CH2:24]1, predict the reactants needed to synthesize it. (9) The reactants are: [Cl:1][C:2]1[CH:7]=[C:6]([O:8][C:9]2[CH:10]=[CH:11][C:12]([NH2:15])=[N:13][CH:14]=2)[CH:5]=[CH:4][N:3]=1.[C:16](O[C:16]([O:18][C:19]([CH3:22])([CH3:21])[CH3:20])=[O:17])([O:18][C:19]([CH3:22])([CH3:21])[CH3:20])=[O:17]. Given the product [Cl:1][C:2]1[CH:7]=[C:6]([O:8][C:9]2[CH:10]=[CH:11][C:12]([NH:15][C:16](=[O:17])[O:18][C:19]([CH3:22])([CH3:21])[CH3:20])=[N:13][CH:14]=2)[CH:5]=[CH:4][N:3]=1, predict the reactants needed to synthesize it.